From a dataset of Forward reaction prediction with 1.9M reactions from USPTO patents (1976-2016). Predict the product of the given reaction. Given the reactants Cl[CH:2]([C:36]1([CH3:41])[CH2:40][CH2:39][CH2:38][CH2:37]1)[C:3]1[CH:8]=[C:7]([O:9][CH2:10][C:11]2[CH:12]=[C:13]([CH:17]([CH:24]3[CH2:26][CH2:25]3)[CH2:18][C:19]([O:21][CH2:22][CH3:23])=[O:20])[CH:14]=[CH:15][CH:16]=2)[CH:6]=[CH:5][C:4]=1[C:27]1[CH:32]=[C:31]([O:33][CH3:34])[CH:30]=[CH:29][C:28]=1[F:35].C([SnH](CCCC)CCCC)CCC, predict the reaction product. The product is: [CH:24]1([CH:17]([C:13]2[CH:14]=[CH:15][CH:16]=[C:11]([CH2:10][O:9][C:7]3[CH:6]=[CH:5][C:4]([C:27]4[CH:32]=[C:31]([O:33][CH3:34])[CH:30]=[CH:29][C:28]=4[F:35])=[C:3]([CH2:2][C:36]4([CH3:41])[CH2:40][CH2:39][CH2:38][CH2:37]4)[CH:8]=3)[CH:12]=2)[CH2:18][C:19]([O:21][CH2:22][CH3:23])=[O:20])[CH2:25][CH2:26]1.